From a dataset of Full USPTO retrosynthesis dataset with 1.9M reactions from patents (1976-2016). Predict the reactants needed to synthesize the given product. (1) Given the product [ClH:10].[NH2:1][C:2]1[CH:3]=[CH:4][C:5]([CH2:8][O:9][Si:11]([C:14]([CH3:17])([CH3:16])[CH3:15])([CH3:13])[CH3:12])=[CH:6][N:7]=1, predict the reactants needed to synthesize it. The reactants are: [NH2:1][C:2]1[N:7]=[CH:6][C:5]([CH2:8][OH:9])=[CH:4][CH:3]=1.[Cl:10][Si:11]([C:14]([CH3:17])([CH3:16])[CH3:15])([CH3:13])[CH3:12]. (2) The reactants are: [C:1]1([CH3:12])[CH:6]=[C:5]([CH3:7])[CH:4]=[C:3]([CH3:8])[C:2]=1[CH2:9][CH:10]=[O:11].C[Mg+].[Br-].[CH3:16]COCC. Given the product [C:3]1([CH3:8])[CH:4]=[C:5]([CH3:7])[CH:6]=[C:1]([CH3:12])[C:2]=1[CH2:9][CH:10]([OH:11])[CH3:16], predict the reactants needed to synthesize it. (3) Given the product [CH3:1][O:2][C:3]1[N:8]=[C:7]2[N:9]([C:12]3[S:16][C:15]([C:17]([NH2:33])=[O:19])=[C:14]([O:21][CH2:22][C:23]4[CH:28]=[CH:27][CH:26]=[CH:25][C:24]=4[C:29]([F:32])([F:31])[F:30])[CH:13]=3)[CH:10]=[N:11][C:6]2=[CH:5][CH:4]=1, predict the reactants needed to synthesize it. The reactants are: [CH3:1][O:2][C:3]1[N:8]=[C:7]2[N:9]([C:12]3[S:16][C:15]([C:17]([O:19]C)=O)=[C:14]([O:21][CH2:22][C:23]4[CH:28]=[CH:27][CH:26]=[CH:25][C:24]=4[C:29]([F:32])([F:31])[F:30])[CH:13]=3)[CH:10]=[N:11][C:6]2=[CH:5][CH:4]=1.[NH3:33]. (4) Given the product [NH2:1][C:2]1[C:7]([C:8]#[N:9])=[C:6]([C:10]2[CH:15]=[CH:14][C:13]([O:16][C@@H:17]3[CH2:21][CH2:20][CH2:19][C@H:18]3[OH:22])=[CH:12][CH:11]=2)[C:5]([C:23]#[N:24])=[C:4]([S:25][CH2:28][C:29]2[CH:30]=[N:31][CH:32]=[CH:33][CH:34]=2)[N:3]=1, predict the reactants needed to synthesize it. The reactants are: [NH2:1][C:2]1[C:7]([C:8]#[N:9])=[C:6]([C:10]2[CH:15]=[CH:14][C:13]([O:16][C@@H:17]3[CH2:21][CH2:20][CH2:19][C@H:18]3[OH:22])=[CH:12][CH:11]=2)[C:5]([C:23]#[N:24])=[C:4]([SH:25])[N:3]=1.Cl.Cl[CH2:28][C:29]1[CH:30]=[N:31][CH:32]=[CH:33][CH:34]=1.C(=O)([O-])[O-].[K+].[K+].C(O)(=O)C. (5) Given the product [C:14]([OH:15])(=[O:17])[C:11]1[CH:10]=[CH:9][CH:8]=[CH:13][CH:12]=1, predict the reactants needed to synthesize it. The reactants are: CC1C([C:8]2[CH:13]=[CH:12][C:11]([CH2:14][OH:15])=[CH:10][CH:9]=2)=NC=CC=1.[Cr](O[Cr]([O-])(=O)=O)([O-])(=O)=[O:17].[NH+]1C=CC=CC=1.[NH+]1C=CC=CC=1.O.